This data is from Forward reaction prediction with 1.9M reactions from USPTO patents (1976-2016). The task is: Predict the product of the given reaction. (1) The product is: [CH3:29][O:30][C:31]1[CH:32]=[C:33]([C@H:37]([CH2:44][CH3:45])[C@@H:38]([CH3:43])[CH2:39][N:40]([CH3:42])[CH3:41])[CH:34]=[CH:35][CH:36]=1. Given the reactants C1(C)C=CC(C([C@@](C(O)=O)(O)[C@@](C(C2C=CC(C)=CC=2)=O)(O)C(O)=O)=O)=CC=1.[CH3:29][O:30][C:31]1[CH:32]=[C:33]([C@@H:37]([CH2:44][CH3:45])[C@H:38]([CH3:43])[CH2:39][N:40]([CH3:42])[CH3:41])[CH:34]=[CH:35][CH:36]=1, predict the reaction product. (2) Given the reactants [CH3:1][O:2][C:3]([C:5]1([NH:10][N:11]=[CH:12][CH2:13][C:14]([CH3:17])([CH3:16])[CH3:15])[CH2:9][CH2:8][CH2:7][CH2:6]1)=[O:4].[CH3:18][O-].[Na+].IC, predict the reaction product. The product is: [CH3:1][O:2][C:3]([C:5]1([N:10]([CH3:18])[N:11]=[CH:12][CH2:13][C:14]([CH3:17])([CH3:16])[CH3:15])[CH2:9][CH2:8][CH2:7][CH2:6]1)=[O:4].